From a dataset of Full USPTO retrosynthesis dataset with 1.9M reactions from patents (1976-2016). Predict the reactants needed to synthesize the given product. (1) Given the product [Si:1]([O:8][CH2:9][C@@H:10]1[CH2:14][C@@H:13]([O:15][CH3:25])[CH2:12][N:11]1[C:16]([O:18][C:19]([CH3:22])([CH3:21])[CH3:20])=[O:17])([C:4]([CH3:7])([CH3:6])[CH3:5])([CH3:3])[CH3:2], predict the reactants needed to synthesize it. The reactants are: [Si:1]([O:8][CH2:9][C@@H:10]1[CH2:14][C@@H:13]([OH:15])[CH2:12][N:11]1[C:16]([O:18][C:19]([CH3:22])([CH3:21])[CH3:20])=[O:17])([C:4]([CH3:7])([CH3:6])[CH3:5])([CH3:3])[CH3:2].[H-].[Na+].[CH3:25]I.[Cl-].[NH4+]. (2) Given the product [CH3:6][O:1][C:2]([CH:3]1[CH2:46][CH2:45][O:44][CH2:42][CH2:43]1)=[O:7], predict the reactants needed to synthesize it. The reactants are: [O:1]1[CH2:6]CC[CH2:3][CH:2]1[O:7]C1C=CC(C(C2C=C[C:6]([O:1][CH:2]3[CH2:3]CCC[O:7]3)=CC=2)(C2C=C[C:6]([O:1][CH:2]3[CH2:3]CCC[O:7]3)=CC=2)C)=CC=1.[CH:42]([O:44][CH2:45][CH3:46])=[CH2:43]. (3) Given the product [CH3:1][C:2]1[N:7]=[C:6]([C:8]([N:10]2[C@H:16]([CH2:17][N:29]3[C:25](=[O:35])[C:26]4[C:27](=[CH:31][CH:32]=[CH:33][CH:34]=4)[C:28]3=[O:30])[CH2:15][C@@H:14]3[C@@H:12]([CH2:13]3)[CH2:11]2)=[O:9])[C:5]([C:19]2[N:24]=[CH:23][CH:22]=[CH:21][N:20]=2)=[CH:4][CH:3]=1, predict the reactants needed to synthesize it. The reactants are: [CH3:1][C:2]1[N:7]=[C:6]([C:8]([N:10]2[C@H:16]([CH2:17]O)[CH2:15][C@@H:14]3[C@@H:12]([CH2:13]3)[CH2:11]2)=[O:9])[C:5]([C:19]2[N:24]=[CH:23][CH:22]=[CH:21][N:20]=2)=[CH:4][CH:3]=1.[C:25]1(=[O:35])[NH:29][C:28](=[O:30])[C:27]2=[CH:31][CH:32]=[CH:33][CH:34]=[C:26]12.C1(P(C2C=CC=CC=2)C2C=CC=CC=2)C=CC=CC=1.CC(OC(/N=N/C(OC(C)C)=O)=O)C. (4) Given the product [C:39]([OH:46])(=[O:45])/[CH:40]=[CH:41]\[C:42]([OH:44])=[O:43].[C:39]([OH:46])(=[O:45])/[CH:40]=[CH:41]\[C:42]([OH:44])=[O:43].[C:39]([OH:46])(=[O:45])/[CH:40]=[CH:41]\[C:42]([OH:44])=[O:43].[F:1][C:2]1[CH:7]=[CH:6][C:5]([CH:8]([N:30]2[CH2:35][CH2:34][N:33]([CH:36]([CH3:38])[CH3:37])[CH2:32][CH2:31]2)[CH2:9][N:10]2[CH2:15][CH2:14][N:13]([CH2:16][CH2:17][CH2:18][CH2:19][C:20]3[C:29]4[C:24](=[CH:25][CH:26]=[CH:27][CH:28]=4)[CH:23]=[CH:22][CH:21]=3)[CH2:12][CH2:11]2)=[CH:4][CH:3]=1, predict the reactants needed to synthesize it. The reactants are: [F:1][C:2]1[CH:7]=[CH:6][C:5]([CH:8]([N:30]2[CH2:35][CH2:34][N:33]([CH:36]([CH3:38])[CH3:37])[CH2:32][CH2:31]2)[CH2:9][N:10]2[CH2:15][CH2:14][N:13]([CH2:16][CH2:17][CH2:18][CH2:19][C:20]3[C:29]4[C:24](=[CH:25][CH:26]=[CH:27][CH:28]=4)[CH:23]=[CH:22][CH:21]=3)[CH2:12][CH2:11]2)=[CH:4][CH:3]=1.[C:39]([OH:46])(=[O:45])/[CH:40]=[CH:41]\[C:42]([OH:44])=[O:43]. (5) Given the product [Cl:1][C:2]1[CH:15]=[C:14]([C:16]2([CH3:21])[O:20][CH2:19][CH2:18][O:17]2)[C:5]([O:6][CH:7]([CH3:13])[C:8]([O:10][CH2:11][CH3:12])=[O:9])=[C:4]([CH:24]=[CH2:25])[C:3]=1[F:23], predict the reactants needed to synthesize it. The reactants are: [Cl:1][C:2]1[CH:15]=[C:14]([C:16]2([CH3:21])[O:20][CH2:19][CH2:18][O:17]2)[C:5]([O:6][CH:7]([CH3:13])[C:8]([O:10][CH2:11][CH3:12])=[O:9])=[C:4](I)[C:3]=1[F:23].[CH3:24][C:25]1(C)C(C)(C)OB(C=C)O1.C(=O)([O-])[O-].[K+].[K+].ClCCl. (6) Given the product [O:27]1[C:23]2[CH:22]=[CH:21][C:20]([C:18](=[O:19])[CH2:17][CH2:16][C:15]([NH:14][C:4]3[CH:3]=[C:2]([C:64]4[CH:65]=[CH:66][CH:67]=[CH:68][C:63]=4[O:62][CH3:61])[CH:7]=[C:6]([C:8]4[CH:13]=[CH:12][CH:11]=[CH:10][CH:9]=4)[N:5]=3)=[O:29])=[CH:28][C:24]=2[CH2:25][CH2:26]1, predict the reactants needed to synthesize it. The reactants are: Cl[C:2]1[CH:7]=[C:6]([C:8]2[CH:13]=[CH:12][CH:11]=[CH:10][CH:9]=2)[N:5]=[C:4]([NH:14][C:15](=[O:29])[CH2:16][CH2:17][C:18]([C:20]2[CH:21]=[CH:22][C:23]3[O:27][CH2:26][CH2:25][C:24]=3[CH:28]=2)=[O:19])[CH:3]=1.C1(C2C=CC=CC=2)C=CC=CC=1P(C1CCCCC1)C1CCCCC1.C(=O)([O-])[O-].[K+].[K+].[CH3:61][O:62][C:63]1[CH:68]=[CH:67][CH:66]=[CH:65][C:64]=1B(O)O. (7) Given the product [C:1]([C:3]1[C:4]([N:16]2[CH2:17][CH:18]([C:20](=[O:22])[NH:36][S:33]([CH2:32][C:25]3[C:26]([F:31])=[CH:27][CH:28]=[C:29]([F:30])[C:24]=3[F:23])(=[O:34])=[O:35])[CH2:19]2)=[N:5][C:6]([CH2:14][F:15])=[C:7]([CH:8]=1)[C:9]([O:11][CH2:12][CH3:13])=[O:10])#[N:2], predict the reactants needed to synthesize it. The reactants are: [C:1]([C:3]1[C:4]([N:16]2[CH2:19][CH:18]([C:20]([OH:22])=O)[CH2:17]2)=[N:5][C:6]([CH2:14][F:15])=[C:7]([C:9]([O:11][CH2:12][CH3:13])=[O:10])[CH:8]=1)#[N:2].[F:23][C:24]1[C:29]([F:30])=[CH:28][CH:27]=[C:26]([F:31])[C:25]=1[CH2:32][S:33]([NH2:36])(=[O:35])=[O:34]. (8) Given the product [Br:1][C:2]1[CH:11]=[C:10]2[C:5]([N:6]=[CH:7][C:8]([C:17]3[CH:16]=[N:15][N:14]([CH3:13])[CH:18]=3)=[N:9]2)=[CH:4][CH:3]=1, predict the reactants needed to synthesize it. The reactants are: [Br:1][C:2]1[CH:11]=[C:10]2[C:5]([N:6]=[CH:7][C:8](Cl)=[N:9]2)=[CH:4][CH:3]=1.[CH3:13][N:14]1[CH:18]=[C:17](B2OC(C)(C)C(C)(C)O2)[CH:16]=[N:15]1.O.